Dataset: Full USPTO retrosynthesis dataset with 1.9M reactions from patents (1976-2016). Task: Predict the reactants needed to synthesize the given product. (1) Given the product [OH:22][C:19]1[CH:20]=[CH:21][C:16]([NH:15][C:12]([C:8]2[CH:7]=[C:6]3[C:11]([C:3]([CH:1]=[O:2])=[N:4][NH:5]3)=[CH:10][CH:9]=2)=[O:14])=[CH:17][CH:18]=1, predict the reactants needed to synthesize it. The reactants are: [CH:1]([C:3]1[C:11]2[C:6](=[CH:7][C:8]([C:12]([OH:14])=O)=[CH:9][CH:10]=2)[NH:5][N:4]=1)=[O:2].[NH2:15][C:16]1[CH:21]=[CH:20][C:19]([OH:22])=[CH:18][CH:17]=1.CN(C(ON1N=NC2C=CC=NC1=2)=[N+](C)C)C.F[P-](F)(F)(F)(F)F.C(N(CC)CC)C. (2) Given the product [CH:17](=[O:26])[CH2:18][CH2:19][CH2:20][CH2:21][CH2:22][CH2:23][CH2:24][CH3:25], predict the reactants needed to synthesize it. The reactants are: C=CCCCCCCCC.C(=O)=O.O=[O+][O-].[C:17](O)(=[O:26])[CH2:18][CH2:19][CH2:20][CH2:21][CH2:22][CH2:23][CH2:24][CH3:25]. (3) Given the product [CH:8]1([N:14]2[C:3](=[O:4])[CH2:2][C:1](=[O:6])[N:17]([CH2:28][CH2:27][CH:26]3[CH2:25][CH2:24]3)[C:15]2=[O:16])[CH2:9][CH2:10][CH2:11][CH2:12][CH2:13]1, predict the reactants needed to synthesize it. The reactants are: [C:1](Cl)(=[O:6])[CH2:2][C:3](Cl)=[O:4].[CH:8]1([N:14](CCC2CC2)[C:15]([NH2:17])=[O:16])[CH2:13][CH2:12][CH2:11][CH2:10][CH2:9]1.C[CH2:24][CH2:25][CH2:26][CH2:27][CH3:28].C(OCC)(=O)C.CCCCCC. (4) Given the product [C:1]1([C:7]#[C:8][C:1]2[CH:6]=[CH:5][CH:4]=[CH:3][CH:2]=2)[CH:6]=[CH:5][CH:4]=[CH:3][CH:2]=1, predict the reactants needed to synthesize it. The reactants are: [C:1]1([C:7]#[CH:8])[CH:6]=[CH:5][CH:4]=[CH:3][CH:2]=1.C(=O)([O-])[O-].[K+].[K+].